The task is: Predict the reactants needed to synthesize the given product.. This data is from Full USPTO retrosynthesis dataset with 1.9M reactions from patents (1976-2016). (1) Given the product [CH2:9]([O:16][C:17]1[CH:18]=[CH:19][C:20]([N:23]2[C:27]3=[N:28][CH:29]=[CH:30][CH:31]=[C:26]3[N:25]([CH:3]([F:8])[F:2])[C:24]2=[O:32])=[CH:21][CH:22]=1)[C:10]1[CH:15]=[CH:14][CH:13]=[CH:12][CH:11]=1, predict the reactants needed to synthesize it. The reactants are: [Na+].[F:2][C:3]([F:8])(Cl)C([O-])=O.[CH2:9]([O:16][C:17]1[CH:22]=[CH:21][C:20]([N:23]2[C:27]3=[N:28][CH:29]=[CH:30][CH:31]=[C:26]3[NH:25][C:24]2=[O:32])=[CH:19][CH:18]=1)[C:10]1[CH:15]=[CH:14][CH:13]=[CH:12][CH:11]=1.[Br-].[Li+].[H-].[Na+].[Cl-].[Cl-].[Ca+2]. (2) Given the product [C:1]([O:5][C:6](=[O:23])[NH:7][CH2:8][C:9]1([CH3:22])[CH2:10][CH2:11][NH:12][CH2:13][CH2:14]1)([CH3:4])([CH3:2])[CH3:3], predict the reactants needed to synthesize it. The reactants are: [C:1]([O:5][C:6](=[O:23])[NH:7][CH2:8][C:9]1([CH3:22])[CH2:14][CH2:13][N:12](CC2C=CC=CC=2)[CH2:11][CH2:10]1)([CH3:4])([CH3:3])[CH3:2]. (3) Given the product [C:1]([C:3]1[CH:23]=[CH:22][CH:21]=[CH:20][C:4]=1[O:5][C:6]1[CH:7]=[CH:8][C:9]([N:12]([CH2:13][C:14]2[CH:15]=[N:16][CH:17]=[CH:18][CH:19]=2)[S:27]([CH2:26][C:25]([F:32])([F:31])[F:24])(=[O:29])=[O:28])=[CH:10][CH:11]=1)#[N:2], predict the reactants needed to synthesize it. The reactants are: [C:1]([C:3]1[CH:23]=[CH:22][CH:21]=[CH:20][C:4]=1[O:5][C:6]1[CH:11]=[CH:10][C:9]([NH:12][CH2:13][C:14]2[CH:15]=[N:16][CH:17]=[CH:18][CH:19]=2)=[CH:8][CH:7]=1)#[N:2].[F:24][C:25]([F:32])([F:31])[CH2:26][S:27](Cl)(=[O:29])=[O:28]. (4) Given the product [NH2:11][C:5]1[C:6]([C:8]([NH2:10])=[O:9])=[N:7][CH:2]=[CH:3][CH:4]=1, predict the reactants needed to synthesize it. The reactants are: Cl[C:2]1[N:7]=[C:6]([C:8]([NH2:10])=[O:9])[C:5]([N+:11]([O-])=O)=[CH:4][CH:3]=1. (5) Given the product [Cl:12][C:13]1[N:22]=[C:21]([N:23]2[CH2:28][CH2:27][CH2:26][C@@H:25]([NH:29][C:1](=[O:3])[CH3:2])[CH2:24]2)[C:20]2[C:15](=[CH:16][CH:17]=[C:18]([O:30][CH3:31])[CH:19]=2)[N:14]=1, predict the reactants needed to synthesize it. The reactants are: [C:1](Cl)(=[O:3])[CH3:2].C(N(CC)CC)C.[Cl:12][C:13]1[N:22]=[C:21]([N:23]2[CH2:28][CH2:27][CH2:26][C@@H:25]([NH2:29])[CH2:24]2)[C:20]2[C:15](=[CH:16][CH:17]=[C:18]([O:30][CH3:31])[CH:19]=2)[N:14]=1.